From a dataset of Forward reaction prediction with 1.9M reactions from USPTO patents (1976-2016). Predict the product of the given reaction. Given the reactants Cl.Cl.Cl.[N+:4]([C:7]1[CH:48]=[CH:47][C:10]([C:11]([O:13][C@H:14]2[C:18]3[N:19]=[CH:20][N:21]=[C:22]([N:23]4[C:43]5[C:38](=[C:39]([CH2:44][NH2:45])[CH:40]=[CH:41][CH:42]=5)[C:25]5([CH2:30][CH2:29][N:28]([CH2:31][C:32]6[CH:37]=[CH:36][CH:35]=[CH:34][CH:33]=6)[CH2:27][CH2:26]5)[CH2:24]4)[C:17]=3[C@H:16]([CH3:46])[CH2:15]2)=[O:12])=[CH:9][CH:8]=1)([O-:6])=[O:5].CCN(CC)CC.[C:56](Cl)(=[O:58])[CH3:57], predict the reaction product. The product is: [N+:4]([C:7]1[CH:8]=[CH:9][C:10]([C:11]([O:13][C@H:14]2[C:18]3[N:19]=[CH:20][N:21]=[C:22]([N:23]4[C:43]5[C:38](=[C:39]([CH2:44][NH:45][C:56](=[O:58])[CH3:57])[CH:40]=[CH:41][CH:42]=5)[C:25]5([CH2:30][CH2:29][N:28]([CH2:31][C:32]6[CH:37]=[CH:36][CH:35]=[CH:34][CH:33]=6)[CH2:27][CH2:26]5)[CH2:24]4)[C:17]=3[C@H:16]([CH3:46])[CH2:15]2)=[O:12])=[CH:47][CH:48]=1)([O-:6])=[O:5].